From a dataset of CYP2C9 inhibition data for predicting drug metabolism from PubChem BioAssay. Regression/Classification. Given a drug SMILES string, predict its absorption, distribution, metabolism, or excretion properties. Task type varies by dataset: regression for continuous measurements (e.g., permeability, clearance, half-life) or binary classification for categorical outcomes (e.g., BBB penetration, CYP inhibition). Dataset: cyp2c9_veith. (1) The compound is COc1ccc(S(=O)(=O)N2CCCCCC2)cc1N(C)S(=O)(=O)c1ccc(Cl)cc1. The result is 1 (inhibitor). (2) The drug is COc1ncc2nc(-c3cccc(C#N)c3)c(=O)n(CCC#N)c2n1. The result is 0 (non-inhibitor). (3) The result is 1 (inhibitor). The drug is O=C1CCCN1c1ccc(S(=O)(=O)Oc2cccc(Cl)c2)cc1[N+](=O)[O-]. (4) The drug is C[C@@](N)(C(=O)O)c1ccc(P(=O)(O)O)cc1. The result is 0 (non-inhibitor). (5) The drug is N=C(CC(=O)Nc1ccccn1)c1ccccc1. The result is 0 (non-inhibitor). (6) The drug is C=O.N#[N+]c1ccc(Nc2ccccc2)cc1.O=S(=O)(O)O. The result is 0 (non-inhibitor). (7) The molecule is O=C(N/N=C\c1ccc([N+](=O)[O-])o1)c1ccc(O)cc1. The result is 0 (non-inhibitor). (8) The drug is O=C(Oc1ccccc1)N1CCC2(CC1)CN(Cc1ccncc1)C2. The result is 1 (inhibitor). (9) The molecule is Cc1sc(=NC(=O)c2ccco2)n(C)c1-c1ccc(F)cc1. The result is 1 (inhibitor). (10) The compound is CCOc1ccc(Cl)cc1CNCCNCCO.Cl. The result is 0 (non-inhibitor).